From a dataset of Full USPTO retrosynthesis dataset with 1.9M reactions from patents (1976-2016). Predict the reactants needed to synthesize the given product. (1) Given the product [NH2:24][C:18]1[C:17]([NH:1][CH2:2][C@H:3]2[O:8][CH2:7][CH2:6][N:5]([C:9]([O:11][C:12]([CH3:15])([CH3:14])[CH3:13])=[O:10])[CH2:4]2)=[N:22][C:21]([Br:23])=[CH:20][N:19]=1, predict the reactants needed to synthesize it. The reactants are: [NH2:1][CH2:2][C@H:3]1[O:8][CH2:7][CH2:6][N:5]([C:9]([O:11][C:12]([CH3:15])([CH3:14])[CH3:13])=[O:10])[CH2:4]1.Br[C:17]1[C:18]([NH2:24])=[N:19][CH:20]=[C:21]([Br:23])[N:22]=1.CCN(CC)CC. (2) Given the product [I:17][C:5]1[C:6]([NH:8][C:9]2[CH:10]=[N:11][C:12]([O:15][CH3:16])=[CH:13][CH:14]=2)=[N:7][C:2]([N:18]2[CH2:22][CH2:21][CH2:20][CH2:19]2)=[N:3][CH:4]=1, predict the reactants needed to synthesize it. The reactants are: Cl[C:2]1[N:7]=[C:6]([NH:8][C:9]2[CH:10]=[N:11][C:12]([O:15][CH3:16])=[CH:13][CH:14]=2)[C:5]([I:17])=[CH:4][N:3]=1.[NH:18]1[CH2:22][CH2:21][CH2:20][CH2:19]1.C(O)C. (3) Given the product [F:35][C:36]1[CH:45]=[C:44]2[C:39]([C:40]([NH:53][C:55]3[N:60]=[C:59]([C:61]([NH:63][CH3:64])=[O:62])[CH:58]=[C:57]([N:65]4[CH2:66][CH2:67][O:68][CH2:69][CH2:70]4)[CH:56]=3)=[C:41]([CH3:52])[C:42]([C:46]3[CH:51]=[CH:50][CH:49]=[CH:48][N:47]=3)=[N:43]2)=[CH:38][CH:37]=1, predict the reactants needed to synthesize it. The reactants are: CC(C1C=C(C(C)C)C(C2C=CC=CC=2P(C2CCCCC2)C2CCCCC2)=C(C(C)C)C=1)C.[F:35][C:36]1[CH:45]=[C:44]2[C:39]([C:40]([NH2:53])=[C:41]([CH3:52])[C:42]([C:46]3[CH:51]=[CH:50][CH:49]=[CH:48][N:47]=3)=[N:43]2)=[CH:38][CH:37]=1.Cl[C:55]1[N:60]=[C:59]([C:61]([NH:63][CH3:64])=[O:62])[CH:58]=[C:57]([N:65]2[CH2:70][CH2:69][O:68][CH2:67][CH2:66]2)[CH:56]=1.C(=O)([O-])[O-].[K+].[K+]. (4) The reactants are: [C:1]([C:3]1[C:4]([N:21]2[CH2:26][CH2:25][CH:24]([C:27]([OH:29])=O)[CH2:23][CH2:22]2)=[N:5][C:6]([CH2:14][N:15]2[CH2:19][CH2:18][CH2:17][C:16]2=[O:20])=[C:7]([C:9]([O:11][CH2:12][CH3:13])=[O:10])[CH:8]=1)#[N:2].[C:30]1([NH:36][S:37]([NH2:40])(=[O:39])=[O:38])[CH:35]=[CH:34][CH:33]=[CH:32][CH:31]=1. Given the product [NH:36]([S:37]([NH:40][C:27]([CH:24]1[CH2:23][CH2:22][N:21]([C:4]2[C:3]([C:1]#[N:2])=[CH:8][C:7]([C:9]([O:11][CH2:12][CH3:13])=[O:10])=[C:6]([CH2:14][N:15]3[CH2:19][CH2:18][CH2:17][C:16]3=[O:20])[N:5]=2)[CH2:26][CH2:25]1)=[O:29])(=[O:38])=[O:39])[C:30]1[CH:31]=[CH:32][CH:33]=[CH:34][CH:35]=1, predict the reactants needed to synthesize it. (5) Given the product [CH3:1][O:2][C:3]([C:5]1([NH:18][C:19]([O:21][CH2:22][C:23]2[CH:24]=[CH:25][CH:26]=[CH:27][CH:28]=2)=[O:20])[CH2:10][CH2:9][NH:8][CH2:7][CH2:6]1)=[O:4], predict the reactants needed to synthesize it. The reactants are: [CH3:1][O:2][C:3]([C:5]1([NH:18][C:19]([O:21][CH2:22][C:23]2[CH:28]=[CH:27][CH:26]=[CH:25][CH:24]=2)=[O:20])[CH2:10][CH2:9][N:8](C(OC(C)(C)C)=O)[CH2:7][CH2:6]1)=[O:4].C(O)(C(F)(F)F)=O. (6) Given the product [CH3:22][O:23][C:24]1[CH:25]=[C:2]([CH:29]=[C:30]([O:32][CH3:33])[CH:31]=1)[CH2:3][NH:4][C:5]([C:7]1[S:8][CH:9]=[CH:10][C:11]=1[NH:12][C:13]1[CH:18]=[CH:17][N:16]=[C:15]2[NH:19][CH:20]=[CH:21][C:14]=12)=[O:6], predict the reactants needed to synthesize it. The reactants are: N[CH2:2][CH2:3][NH:4][C:5]([C:7]1[S:8][CH:9]=[CH:10][C:11]=1[NH:12][C:13]1[CH:18]=[CH:17][N:16]=[C:15]2[NH:19][CH:20]=[CH:21][C:14]=12)=[O:6].[CH3:22][O:23][C:24]1[CH:25]=C([CH:29]=[C:30]([O:32][CH3:33])[CH:31]=1)CN.